From a dataset of Forward reaction prediction with 1.9M reactions from USPTO patents (1976-2016). Predict the product of the given reaction. (1) Given the reactants C([N:8]1[CH2:12][C@H:11]2[C@H:13]([NH:16][C:17](=[O:32])[C@@H:18]([N:23]([CH3:31])[C:24](=[O:30])[O:25][C:26]([CH3:29])([CH3:28])[CH3:27])[C@@H:19]([CH3:22])[CH2:20][CH3:21])[CH2:14][CH2:15][C@H:10]2[CH2:9]1)C1C=CC=CC=1.C(N1C[C@H]2[C@H](NC(=O)[C@@H](N3CCOCC3)CC(C)C)CC[C@H]2C1)C1C=CC=CC=1.[F:62][C:63]([F:75])([F:74])[C:64]1[CH:69]=[CH:68][C:67]([S:70](Cl)(=[O:72])=[O:71])=[CH:66][CH:65]=1.FC(F)(F)C1C=C(S(Cl)(=O)=O)C=CC=1, predict the reaction product. The product is: [CH3:31][N:23]([C@@H:18]([C@@H:19]([CH3:22])[CH2:20][CH3:21])[C:17](=[O:32])[NH:16][C@H:13]1[C@H:11]2[C@H:10]([CH2:9][N:8]([S:70]([C:67]3[CH:66]=[CH:65][C:64]([C:63]([F:62])([F:74])[F:75])=[CH:69][CH:68]=3)(=[O:72])=[O:71])[CH2:12]2)[CH2:15][CH2:14]1)[C:24](=[O:30])[O:25][C:26]([CH3:29])([CH3:28])[CH3:27]. (2) Given the reactants [CH2:1]([C:3]1[N:13]([CH2:14][C:15]2[CH:20]=[CH:19][C:18](/[CH:21]=[CH:22]/[CH2:23]O)=[CH:17][CH:16]=2)[C:6]2=[N:7][C:8]([CH3:12])=[CH:9][C:10]([CH3:11])=[C:5]2[N:4]=1)[CH3:2].[CH3:25][N:26]1[CH2:31][CH2:30][NH:29][CH2:28][CH2:27]1, predict the reaction product. The product is: [CH2:1]([C:3]1[N:13]([CH2:14][C:15]2[CH:20]=[CH:19][C:18](/[CH:21]=[CH:22]/[CH2:23][N:29]3[CH2:30][CH2:31][N:26]([CH3:25])[CH2:27][CH2:28]3)=[CH:17][CH:16]=2)[C:6]2=[N:7][C:8]([CH3:12])=[CH:9][C:10]([CH3:11])=[C:5]2[N:4]=1)[CH3:2]. (3) Given the reactants [CH3:1][C:2]1[N:7]=[C:6]2[S:8][C:9]3[CH2:14][CH2:13][CH2:12][CH2:11][C:10]=3[C:5]2=[C:4]([C:15]2[CH:20]=[CH:19][C:18]([CH3:21])=[CH:17][CH:16]=2)[C:3]=1[CH2:22][C:23]([O:25][CH3:26])=[O:24].[Li+].C[Si]([N-][Si](C)(C)C)(C)C.[CH2:37]1[CH2:41]O[CH2:39][CH2:38]1.IC(CC)C, predict the reaction product. The product is: [CH3:1][C:2]1[N:7]=[C:6]2[S:8][C:9]3[CH2:14][CH2:13][CH2:12][CH2:11][C:10]=3[C:5]2=[C:4]([C:15]2[CH:16]=[CH:17][C:18]([CH3:21])=[CH:19][CH:20]=2)[C:3]=1[CH:22]([CH:37]([CH3:41])[CH2:38][CH3:39])[C:23]([O:25][CH3:26])=[O:24]. (4) Given the reactants [H][H].Cl[C:4]1[CH:9]=[C:8]([C:10]([OH:12])=[O:11])[CH:7]=[C:6]([CH3:13])[N:5]=1.C(N(CC)CC)C, predict the reaction product. The product is: [CH3:13][C:6]1[CH:7]=[C:8]([C:10]([OH:12])=[O:11])[CH:9]=[CH:4][N:5]=1. (5) Given the reactants [CH3:1][O:2][C:3]1[CH:43]=[CH:42][C:6]([CH2:7][N:8]([CH2:33][C:34]2[CH:39]=[CH:38][C:37]([O:40][CH3:41])=[CH:36][CH:35]=2)[C:9]2[N:14]=[C:13]([CH3:15])[N:12]=[C:11]([C:16]3[CH:17]=[C:18]([CH:31]=[O:32])[CH:19]=[N:20][C:21]=3[NH:22][C:23]3[CH:24]=[N:25][C:26]([O:29][CH3:30])=[CH:27][CH:28]=3)[N:10]=2)=[CH:5][CH:4]=1.[C-]#N.[Na+].[NH:47]1[CH2:52][CH2:51][O:50][CH2:49][CH2:48]1, predict the reaction product. The product is: [CH3:41][O:40][C:37]1[CH:36]=[CH:35][C:34]([CH2:33][N:8]([CH2:7][C:6]2[CH:5]=[CH:4][C:3]([O:2][CH3:1])=[CH:43][CH:42]=2)[C:9]2[N:10]=[C:11]([C:16]3[C:21]([NH:22][C:23]4[CH:24]=[N:25][C:26]([O:29][CH3:30])=[CH:27][CH:28]=4)=[N:20][CH:19]=[C:18]([C:31]([N:47]4[CH2:52][CH2:51][O:50][CH2:49][CH2:48]4)=[O:32])[CH:17]=3)[N:12]=[C:13]([CH3:15])[N:14]=2)=[CH:39][CH:38]=1. (6) Given the reactants [Br:1][C:2]1[CH:14]=[CH:13][C:5]([CH:6]=[CH:7]C(N=[N+]=[N-])=O)=[CH:4][CH:3]=1.C([N:19]([CH2:24]CCC)CCCC)CCC.C1([O:34]C2C=CC=CC=2)C=CC=CC=1, predict the reaction product. The product is: [Br:1][C:2]1[CH:3]=[C:4]2[C:5]([CH:6]=[CH:7][NH:19][C:24]2=[O:34])=[CH:13][CH:14]=1. (7) The product is: [F:39][C:22]1[CH:23]=[C:24]([N:27]2[CH2:31][C@H:30]([CH2:32][N:33]3[CH:37]=[CH:36][N:35]=[N:34]3)[O:29][C:28]2=[O:38])[CH:25]=[CH:26][C:21]=1[C:18]1[CH:19]=[CH:20][C:15]([C:12]2[CH2:11][CH:10]([CH2:9][OH:8])[O:14][N:13]=2)=[C:16]([O:40][CH3:41])[CH:17]=1. Given the reactants [Si]([O:8][CH2:9][CH:10]1[O:14][N:13]=[C:12]([C:15]2[CH:20]=[CH:19][C:18]([C:21]3[CH:26]=[CH:25][C:24]([N:27]4[CH2:31][C@H:30]([CH2:32][N:33]5[CH:37]=[CH:36][N:35]=[N:34]5)[O:29][C:28]4=[O:38])=[CH:23][C:22]=3[F:39])=[CH:17][C:16]=2[O:40][CH3:41])[CH2:11]1)(C(C)(C)C)(C)C.[F-].C([N+](CCCC)(CCCC)CCCC)CCC, predict the reaction product. (8) Given the reactants [Br:1][C:2]1[CH:11]=[CH:10][C:5]([C:6]([O:8]C)=O)=[C:4]([N:12]2[CH2:16][CH2:15][CH2:14][S:13]2(=[O:18])=[O:17])[CH:3]=1.[OH-].[Na+].Cl.[CH3:22][C:23]1[C:24]([N:30]2[CH2:35][CH2:34][NH:33][CH2:32][CH2:31]2)=[N:25][CH:26]=[C:27]([CH3:29])[CH:28]=1.O.[Cl-].COC1N=C(OC)N=C([N+]2(C)CCOCC2)N=1, predict the reaction product. The product is: [Br:1][C:2]1[CH:11]=[CH:10][C:5]([C:6]([N:33]2[CH2:34][CH2:35][N:30]([C:24]3[C:23]([CH3:22])=[CH:28][C:27]([CH3:29])=[CH:26][N:25]=3)[CH2:31][CH2:32]2)=[O:8])=[C:4]([N:12]2[CH2:16][CH2:15][CH2:14][S:13]2(=[O:18])=[O:17])[CH:3]=1.